This data is from Peptide-MHC class II binding affinity with 134,281 pairs from IEDB. The task is: Regression. Given a peptide amino acid sequence and an MHC pseudo amino acid sequence, predict their binding affinity value. This is MHC class II binding data. (1) The peptide sequence is DRYSVDADLQLGELI. The MHC is DRB4_0103 with pseudo-sequence DRB4_0103. The binding affinity (normalized) is 0. (2) The peptide sequence is KSIIIPFIAYFVLMH. The MHC is HLA-DQA10501-DQB10301 with pseudo-sequence HLA-DQA10501-DQB10301. The binding affinity (normalized) is 0.499. (3) The peptide sequence is GAYETYKFIPSLEAA. The MHC is HLA-DPA10201-DPB10501 with pseudo-sequence HLA-DPA10201-DPB10501. The binding affinity (normalized) is 0.471. (4) The peptide sequence is MLSPMLHHWIKVEYG. The MHC is DRB1_0801 with pseudo-sequence DRB1_0801. The binding affinity (normalized) is 0.524. (5) The binding affinity (normalized) is 0.150. The peptide sequence is VGSKLIVAMSSWLQK. The MHC is DRB1_0301 with pseudo-sequence DRB1_0301. (6) The peptide sequence is DDCVAIGTGSSNIVI. The MHC is DRB1_0701 with pseudo-sequence DRB1_0701. The binding affinity (normalized) is 0.628. (7) The MHC is DRB3_0202 with pseudo-sequence DRB3_0202. The binding affinity (normalized) is 0.421. The peptide sequence is GSCWAFSGVAATESA. (8) The peptide sequence is DIFTRIMPCLCEICE. The MHC is DRB1_0101 with pseudo-sequence DRB1_0101. The binding affinity (normalized) is 0.664.